From a dataset of CYP2D6 inhibition data for predicting drug metabolism from PubChem BioAssay. Regression/Classification. Given a drug SMILES string, predict its absorption, distribution, metabolism, or excretion properties. Task type varies by dataset: regression for continuous measurements (e.g., permeability, clearance, half-life) or binary classification for categorical outcomes (e.g., BBB penetration, CYP inhibition). Dataset: cyp2d6_veith. (1) The compound is COCCN1C(=O)C(=O)/C(=C(/O)c2cccc(OC)c2)C1c1ccco1. The result is 0 (non-inhibitor). (2) The result is 1 (inhibitor). The drug is CCN1/C(=C/c2ccc3cccc(C)c3[n+]2CC)Sc2ccccc21.[I-]. (3) The molecule is CCOC(=O)C1Cc2c([nH]c3ccccc23)CN1.Cl. The result is 1 (inhibitor).